Dataset: Reaction yield outcomes from USPTO patents with 853,638 reactions. Task: Predict the reaction yield, written as a fraction of the theoretical maximum amount of product (1.0 means a 100% yield; for example, 0.34 means a 34% yield). (1) The reactants are [N:1]1[C:10]2[C:5](=[CH:6][CH:7]=[CH:8][CH:9]=2)[CH:4]=[C:3]([C:11]2[CH2:16][CH2:15][N:14](C(OC(C)(C)C)=O)[CH2:13][CH:12]=2)[CH:2]=1.[H][H]. The catalyst is [Pd].CO. The product is [NH:14]1[CH2:15][CH2:16][CH:11]([C:3]2[CH:2]=[N:1][C:10]3[C:5]([CH:4]=2)=[CH:6][CH:7]=[CH:8][CH:9]=3)[CH2:12][CH2:13]1. The yield is 0.450. (2) The reactants are [Br:1][C:2]1[CH:3]=[C:4]2[CH2:10][N:9]([O:11]C(C)(C)C)[C:8](=[O:16])[C:5]2=[N:6][CH:7]=1. The catalyst is FC(F)(F)C(O)=O. The product is [Br:1][C:2]1[CH:3]=[C:4]2[CH2:10][N:9]([OH:11])[C:8](=[O:16])[C:5]2=[N:6][CH:7]=1. The yield is 0.600. (3) The reactants are Cl[C:2]1[N:11]=[C:10]([NH:12][CH2:13][CH:14]2[CH2:16][C@@:15]2([C:24]2[CH:29]=[CH:28][CH:27]=[CH:26][CH:25]=2)[C:17]([N:19]([CH2:22][CH3:23])[CH2:20][CH3:21])=[O:18])[C:9]2[C:4](=[CH:5][CH:6]=[CH:7][CH:8]=2)[N:3]=1.[CH3:30][N:31]([CH3:41])[C:32]1[CH:37]=[CH:36][C:35](B(O)O)=[CH:34][CH:33]=1.C1(C(C2C=CC=CN=2)CNC2C3C(=CC=CC=3)N=C(C3C=CC(NS(C)(=O)=O)=CC=3)N=2)C=CC=CC=1. The catalyst is C(Cl)(Cl)Cl.CO. The product is [CH3:30][N:31]([CH3:41])[C:32]1[CH:37]=[CH:36][C:35]([C:2]2[N:11]=[C:10]([NH:12][CH2:13][C@H:14]3[CH2:16][C@@:15]3([C:24]3[CH:29]=[CH:28][CH:27]=[CH:26][CH:25]=3)[C:17]([N:19]([CH2:22][CH3:23])[CH2:20][CH3:21])=[O:18])[C:9]3[C:4](=[CH:5][CH:6]=[CH:7][CH:8]=3)[N:3]=2)=[CH:34][CH:33]=1. The yield is 0.160.